This data is from NCI-60 drug combinations with 297,098 pairs across 59 cell lines. The task is: Regression. Given two drug SMILES strings and cell line genomic features, predict the synergy score measuring deviation from expected non-interaction effect. (1) Drug 1: N.N.Cl[Pt+2]Cl. Drug 2: CC1C(C(CC(O1)OC2CC(CC3=C2C(=C4C(=C3O)C(=O)C5=CC=CC=C5C4=O)O)(C(=O)C)O)N)O. Cell line: SK-OV-3. Synergy scores: CSS=25.3, Synergy_ZIP=2.96, Synergy_Bliss=2.33, Synergy_Loewe=-17.0, Synergy_HSA=-1.46. (2) Drug 1: CNC(=O)C1=CC=CC=C1SC2=CC3=C(C=C2)C(=NN3)C=CC4=CC=CC=N4. Drug 2: CC1CCC2CC(C(=CC=CC=CC(CC(C(=O)C(C(C(=CC(C(=O)CC(OC(=O)C3CCCCN3C(=O)C(=O)C1(O2)O)C(C)CC4CCC(C(C4)OC)OCCO)C)C)O)OC)C)C)C)OC. Cell line: MDA-MB-231. Synergy scores: CSS=5.32, Synergy_ZIP=-4.13, Synergy_Bliss=-4.75, Synergy_Loewe=-19.0, Synergy_HSA=-7.90.